This data is from Catalyst prediction with 721,799 reactions and 888 catalyst types from USPTO. The task is: Predict which catalyst facilitates the given reaction. (1) Reactant: [Cl:1][C:2]1[CH:7]=[CH:6][C:5]([C:8]2[CH:9]=[C:10]3[C:24]([NH:25]C(=O)C(F)(F)F)=[C:23]([C:32]([N:34]4[CH2:39][CH2:38][CH2:37][CH2:36][CH2:35]4)=[O:33])[O:22][C:11]3=[N:12][C:13]=2[C:14]2[CH:19]=[CH:18][C:17]([Cl:20])=[CH:16][C:15]=2[Cl:21])=[CH:4][CH:3]=1.C([O-])([O-])=O.[K+].[K+]. Product: [Cl:1][C:2]1[CH:7]=[CH:6][C:5]([C:8]2[CH:9]=[C:10]3[C:24]([NH2:25])=[C:23]([C:32]([N:34]4[CH2:35][CH2:36][CH2:37][CH2:38][CH2:39]4)=[O:33])[O:22][C:11]3=[N:12][C:13]=2[C:14]2[CH:19]=[CH:18][C:17]([Cl:20])=[CH:16][C:15]=2[Cl:21])=[CH:4][CH:3]=1. The catalyst class is: 5. (2) Reactant: Cl[C:2]1[N:11]=[C:10]([NH:12][CH2:13][C@H:14]2[CH2:19][N:18]([C:20](=[O:24])[CH:21]([F:23])[F:22])[CH2:17][CH2:16][O:15]2)[C:9]2[C:4](=[N:5][CH:6]=[CH:7][N:8]=2)[CH:3]=1.Cl.CC1(C)C(C)(C)OB([C:34]2[CH:39]=[CH:38][C:37]([N:40]3[CH2:45][CH2:44][NH:43][CH2:42][CH2:41]3)=[CH:36][CH:35]=2)O1.C([O-])([O-])=O.[Cs+].[Cs+]. Product: [F:22][CH:21]([F:23])[C:20]([N:18]1[CH2:17][CH2:16][O:15][C@@H:14]([CH2:13][NH:12][C:10]2[C:9]3[C:4](=[N:5][CH:6]=[CH:7][N:8]=3)[CH:3]=[C:2]([C:34]3[CH:35]=[CH:36][C:37]([N:40]4[CH2:41][CH2:42][NH:43][CH2:44][CH2:45]4)=[CH:38][CH:39]=3)[N:11]=2)[CH2:19]1)=[O:24]. The catalyst class is: 70. (3) Reactant: Cl[C:2]1[CH:3]=[CH:4][C:5]([N+:9]([O-:11])=[O:10])=[C:6]([CH:8]=1)[NH2:7].[CH3:12][NH:13][CH2:14][CH2:15][OH:16].C(=O)([O-])[O-].[K+].[K+].O. Product: [NH2:7][C:6]1[CH:8]=[C:2]([N:13]([CH3:12])[CH2:14][CH2:15][OH:16])[CH:3]=[CH:4][C:5]=1[N+:9]([O-:11])=[O:10]. The catalyst class is: 80. (4) Reactant: [CH2:1]([O:8][C:9]([NH:11][C:12]([CH3:21])([CH2:16][C:17]([F:20])([F:19])[F:18])[C:13](O)=[O:14])=[O:10])[C:2]1[CH:7]=[CH:6][CH:5]=[CH:4][CH:3]=1.C(N(CC)CC)C.ClC(OCC)=O.[BH4-].[Na+]. Product: [F:18][C:17]([F:19])([F:20])[CH2:16][C:12]([NH:11][C:9](=[O:10])[O:8][CH2:1][C:2]1[CH:3]=[CH:4][CH:5]=[CH:6][CH:7]=1)([CH3:21])[CH2:13][OH:14]. The catalyst class is: 20. (5) Reactant: [CH3:1][S:2]([O:5][CH2:6][CH3:7])(=[O:4])=[O:3].C1COCC1.C([Li])CCC.[P:18](Cl)(=[O:25])([O:22][CH2:23][CH3:24])[O:19][CH2:20][CH3:21]. Product: [CH2:6]([O:5][S:2]([CH2:1][P:18]([O:22][CH2:23][CH3:24])([O:19][CH2:20][CH3:21])=[O:25])(=[O:4])=[O:3])[CH3:7]. The catalyst class is: 81. (6) Reactant: Br[C:2]1[N:7]=[CH:6][C:5]([CH2:8][N:9]2[C:18]3[C:13](=[CH:14][CH:15]=[CH:16][C:17]=3[Cl:19])[C:12](=[O:20])[C:11]([C:21]([O:23][CH2:24][CH3:25])=[O:22])=[N:10]2)=[CH:4][CH:3]=1.[Cl-].[CH3:27][Zn+].O. Product: [Cl:19][C:17]1[CH:16]=[CH:15][CH:14]=[C:13]2[C:18]=1[N:9]([CH2:8][C:5]1[CH:6]=[N:7][C:2]([CH3:27])=[CH:3][CH:4]=1)[N:10]=[C:11]([C:21]([O:23][CH2:24][CH3:25])=[O:22])[C:12]2=[O:20]. The catalyst class is: 602. (7) Reactant: [F:1][C:2]1[CH:3]=[C:4]([CH:6]=[CH:7][C:8]=1[O:9][CH3:10])[NH2:5].CC[O:13][CH:14]=[C:15]([C:21](OCC)=O)[C:16]([O:18][CH2:19][CH3:20])=[O:17]. Product: [F:1][C:2]1[CH:3]=[C:4]2[C:6]([C:14](=[O:13])[C:15]([C:16]([O:18][CH2:19][CH3:20])=[O:17])=[CH:21][NH:5]2)=[CH:7][C:8]=1[O:9][CH3:10]. The catalyst class is: 81.